From a dataset of Reaction yield outcomes from USPTO patents with 853,638 reactions. Predict the reaction yield, written as a fraction of the theoretical maximum amount of product (1.0 means a 100% yield; for example, 0.34 means a 34% yield). The reactants are [F:1][C:2]1[CH:10]=[CH:9][C:5]([C@@H:6](O)[CH3:7])=[CH:4][CH:3]=1.CS(Cl)(=O)=O.S([O-])(=O)(=O)C.[CH3:21][C@@H:22]1[CH2:27][NH:26][CH2:25][CH2:24][NH:23]1. The catalyst is CCOC(C)=O.CO. The product is [F:1][C:2]1[CH:10]=[CH:9][C:5]([C@H:6]([N:26]2[CH2:25][CH2:24][NH:23][C@H:22]([CH3:21])[CH2:27]2)[CH3:7])=[CH:4][CH:3]=1. The yield is 0.0100.